Dataset: Forward reaction prediction with 1.9M reactions from USPTO patents (1976-2016). Task: Predict the product of the given reaction. (1) The product is: [Cl:1][C:2]1[N:3]=[CH:4][C:5]([C:6]2[O:11][C:10]([C:12]3[S:13][CH:14]=[CH:15][C:16]=3[Cl:17])=[CH:9][N:8]=2)=[CH:18][CH:19]=1. Given the reactants [Cl:1][C:2]1[CH:19]=[CH:18][C:5]([C:6]([NH:8][CH2:9][C:10]([C:12]2[S:13][CH:14]=[CH:15][C:16]=2[Cl:17])=[O:11])=O)=[CH:4][N:3]=1.Cl.ClC1C=CSC=1C(=O)CN.ClC1C=CC(C(Cl)=O)=CN=1, predict the reaction product. (2) Given the reactants [NH2:1][C:2]1[CH:3]=[CH:4][C:5]2[C:11]([CH3:13])([CH3:12])[CH2:10][CH2:9][CH2:8][N:7]([C:14](=[O:16])[CH3:15])[C:6]=2[CH:17]=1.Cl[C:19]1[N:24]=[C:23]([NH:25][C:26]2[CH:31]=[CH:30][C:29]([N:32]3[CH2:37][CH2:36][O:35][CH2:34][CH2:33]3)=[CH:28][C:27]=2[O:38][CH3:39])[C:22]([Cl:40])=[CH:21][N:20]=1, predict the reaction product. The product is: [Cl:40][C:22]1[C:23]([NH:25][C:26]2[CH:31]=[CH:30][C:29]([N:32]3[CH2:33][CH2:34][O:35][CH2:36][CH2:37]3)=[CH:28][C:27]=2[O:38][CH3:39])=[N:24][C:19]([NH:1][C:2]2[CH:3]=[CH:4][C:5]3[C:11]([CH3:13])([CH3:12])[CH2:10][CH2:9][CH2:8][N:7]([C:14](=[O:16])[CH3:15])[C:6]=3[CH:17]=2)=[N:20][CH:21]=1. (3) Given the reactants [O:1]([C:8]1[CH:9]=[C:10]([N:14]([CH2:22][C:23]2[CH:24]=[C:25]([CH:30]=[CH:31][CH:32]=2)[C:26](OC)=[O:27])[CH2:15][CH:16]([OH:21])[C:17]([F:20])([F:19])[F:18])[CH:11]=[CH:12][CH:13]=1)[C:2]1[CH:7]=[CH:6][CH:5]=[CH:4][CH:3]=1.Cl.[CH3:34][NH:35][O:36][CH3:37].C([Mg]Cl)(C)C, predict the reaction product. The product is: [CH3:37][O:36][N:35]([CH3:34])[C:26](=[O:27])[C:25]1[CH:30]=[CH:31][CH:32]=[C:23]([CH2:22][N:14]([C:10]2[CH:11]=[CH:12][CH:13]=[C:8]([O:1][C:2]3[CH:3]=[CH:4][CH:5]=[CH:6][CH:7]=3)[CH:9]=2)[CH2:15][CH:16]([OH:21])[C:17]([F:20])([F:18])[F:19])[CH:24]=1. (4) Given the reactants [C:1]([O:5][C@@H:6]([C:11]1[C:12]([CH3:45])=[N:13][C:14]2[N:15]([N:29]=[C:30]([C:32]3[CH:33]=[C:34]([C:38]4[CH:43]=[CH:42][CH:41]=[CH:40][C:39]=4[CH3:44])[CH:35]=[CH:36][CH:37]=3)[CH:31]=2)[C:16]=1[C:17]1[C:18]([CH3:28])=[C:19]2[C:24](=[C:25]([F:27])[CH:26]=1)[O:23][CH2:22][CH2:21][CH2:20]2)[C:7]([O:9]C)=[O:8])([CH3:4])([CH3:3])[CH3:2].[OH-].[Na+].C(O)(=O)C, predict the reaction product. The product is: [C:1]([O:5][C@@H:6]([C:11]1[C:12]([CH3:45])=[N:13][C:14]2[N:15]([N:29]=[C:30]([C:32]3[CH:33]=[C:34]([C:38]4[CH:43]=[CH:42][CH:41]=[CH:40][C:39]=4[CH3:44])[CH:35]=[CH:36][CH:37]=3)[CH:31]=2)[C:16]=1[C:17]1[C:18]([CH3:28])=[C:19]2[C:24](=[C:25]([F:27])[CH:26]=1)[O:23][CH2:22][CH2:21][CH2:20]2)[C:7]([OH:9])=[O:8])([CH3:4])([CH3:3])[CH3:2]. (5) Given the reactants I.[F:2][C:3]1[CH:8]=[CH:7][C:6]([F:9])=[CH:5][C:4]=1[C:10](SC)=[NH:11].N[C:15]1[C:20]([OH:21])=[CH:19][C:18]([O:22][CH3:23])=[CH:17][C:16]=1[OH:24], predict the reaction product. The product is: [F:2][C:3]1[CH:8]=[CH:7][C:6]([F:9])=[CH:5][C:4]=1[C:10]1[O:21][C:20]2[C:15](=[C:16]([OH:24])[CH:17]=[C:18]([O:22][CH3:23])[CH:19]=2)[N:11]=1. (6) Given the reactants [C:1]([N:8]1[CH2:13][CH2:12][NH:11][CH2:10][CH2:9]1)([O:3][C:4]([CH3:7])([CH3:6])[CH3:5])=[O:2].[F:14][C:15]1[CH:22]=[CH:21][C:18]([CH2:19]Br)=[CH:17][CH:16]=1.C(N(CC)CC)C, predict the reaction product. The product is: [C:4]([O:3][C:1]([N:8]1[CH2:9][CH2:10][N:11]([CH2:19][C:18]2[CH:21]=[CH:22][C:15]([F:14])=[CH:16][CH:17]=2)[CH2:12][CH2:13]1)=[O:2])([CH3:7])([CH3:6])[CH3:5]. (7) The product is: [CH2:2]([N:6]1[C:10]([CH3:11])=[C:9]([CH3:12])[S:8]/[C:7]/1=[CH:13]\[C:17]([C:16]1[C:15]([F:14])=[CH:23][CH:22]=[CH:21][C:20]=1[F:24])=[O:18])[CH2:3][CH2:4][CH3:5]. Given the reactants [I-].[CH2:2]([N+:6]1[C:10]([CH3:11])=[C:9]([CH3:12])[S:8][C:7]=1[CH3:13])[CH2:3][CH2:4][CH3:5].[F:14][C:15]1[CH:23]=[CH:22][CH:21]=[C:20]([F:24])[C:16]=1[C:17](Cl)=[O:18], predict the reaction product. (8) Given the reactants [CH:1]1([CH:7]([C:19]2[O:20][C:21]([C:25]3[CH:30]=[CH:29][C:28]([C:31]([F:34])([F:33])[F:32])=[CH:27][CH:26]=3)=[CH:22][C:23]=2[CH3:24])[O:8][C:9]2[CH:18]=[CH:17][C:12]([C:13]([O:15]C)=[O:14])=[CH:11][CH:10]=2)[CH2:6][CH2:5][CH2:4][CH2:3][CH2:2]1.[OH-].[Li+].O.Cl, predict the reaction product. The product is: [CH:1]1([CH:7]([C:19]2[O:20][C:21]([C:25]3[CH:30]=[CH:29][C:28]([C:31]([F:34])([F:32])[F:33])=[CH:27][CH:26]=3)=[CH:22][C:23]=2[CH3:24])[O:8][C:9]2[CH:10]=[CH:11][C:12]([C:13]([OH:15])=[O:14])=[CH:17][CH:18]=2)[CH2:6][CH2:5][CH2:4][CH2:3][CH2:2]1. (9) Given the reactants [CH:1]([N:4]([CH:7]([CH3:9])[CH3:8])[CH2:5][CH3:6])(C)C.[CH2:10]([NH:12][C:13]1[N:18]=[C:17]([NH:19][CH2:20][CH3:21])[N:16]=C(Cl)[N:14]=1)C.[CH3:23][C:24](N(C)C)=O, predict the reaction product. The product is: [CH2:10]([NH2:12])[CH2:9][CH2:7][CH3:8].[CH2:7]([N:4]([CH2:5][CH3:6])[C:1]1[N:14]=[C:13]([NH2:12])[N:18]=[C:17]([NH:19][CH2:20][CH2:21][CH2:23][CH3:24])[N:16]=1)[CH3:9].